Task: Predict which catalyst facilitates the given reaction.. Dataset: Catalyst prediction with 721,799 reactions and 888 catalyst types from USPTO (1) Reactant: [C:1]([C:5]1[CH:9]=[C:8]([C:10]([O:12]CC)=[O:11])[N:7]([C:15]2[CH:20]=[CH:19][CH:18]=[C:17]([F:21])[CH:16]=2)[N:6]=1)([CH3:4])([CH3:3])[CH3:2].C1COCC1.CCO. Product: [C:1]([C:5]1[CH:9]=[C:8]([C:10]([OH:12])=[O:11])[N:7]([C:15]2[CH:20]=[CH:19][CH:18]=[C:17]([F:21])[CH:16]=2)[N:6]=1)([CH3:4])([CH3:2])[CH3:3]. The catalyst class is: 33. (2) Reactant: [NH2:1][C:2]1[CH:3]=[C:4]([CH:21]=[CH:22][C:23]=1[O:24][C:25]([F:28])([F:27])[F:26])[C:5]([NH:7][C:8]1[CH:9]=[N:10][C:11]([C:14]2[CH:19]=[CH:18][CH:17]=[CH:16][C:15]=2[F:20])=[CH:12][CH:13]=1)=[O:6].N1C=CC=CC=1.[Cl:35][CH2:36][C:37](Cl)=[O:38]. Product: [Cl:35][CH2:36][C:37]([NH:1][C:2]1[CH:3]=[C:4]([CH:21]=[CH:22][C:23]=1[O:24][C:25]([F:27])([F:28])[F:26])[C:5]([NH:7][C:8]1[CH:9]=[N:10][C:11]([C:14]2[CH:19]=[CH:18][CH:17]=[CH:16][C:15]=2[F:20])=[CH:12][CH:13]=1)=[O:6])=[O:38]. The catalyst class is: 2. (3) Reactant: [CH2:1]([O:3][C:4](=[O:28])[CH2:5][C:6]([CH:8]1[CH2:13][N:12]([C:14]([O:16][C:17]([CH3:20])([CH3:19])[CH3:18])=[O:15])[CH2:11][CH2:10][N:9]1[C:21]([O:23][C:24]([CH3:27])([CH3:26])[CH3:25])=[O:22])=O)[CH3:2].C([O-])(=O)C.[NH4+:33]. Product: [NH2:33]/[C:6](/[CH:8]1[CH2:13][N:12]([C:14]([O:16][C:17]([CH3:20])([CH3:18])[CH3:19])=[O:15])[CH2:11][CH2:10][N:9]1[C:21]([O:23][C:24]([CH3:25])([CH3:27])[CH3:26])=[O:22])=[CH:5]\[C:4]([O:3][CH2:1][CH3:2])=[O:28]. The catalyst class is: 8. (4) Reactant: [Br:1][C:2]1[CH:3]=[C:4]2[C:9](=[CH:10][CH:11]=1)[N:8]=[CH:7][N:6]=[C:5]2Cl.[Cl:13][C:14]1[CH:15]=[C:16]([CH:18]=[CH:19][C:20]=1[O:21][CH2:22][C:23]1[CH:28]=[CH:27][CH:26]=[C:25]([F:29])[CH:24]=1)[NH2:17]. Product: [Cl:13][C:14]1[CH:15]=[C:16]([NH:17][C:5]2[C:4]3[C:9](=[CH:10][CH:11]=[C:2]([Br:1])[CH:3]=3)[N:8]=[CH:7][N:6]=2)[CH:18]=[CH:19][C:20]=1[O:21][CH2:22][C:23]1[CH:28]=[CH:27][CH:26]=[C:25]([F:29])[CH:24]=1. The catalyst class is: 32. (5) Reactant: F[C:2]1[CH:9]=[CH:8][CH:7]=[C:6]([C:10]([F:13])([F:12])[F:11])[C:3]=1[C:4]#[N:5].[NH:14]1[CH2:19][CH2:18][NH:17][CH2:16][CH2:15]1. Product: [N:14]1([C:2]2[CH:9]=[CH:8][CH:7]=[C:6]([C:10]([F:13])([F:12])[F:11])[C:3]=2[C:4]#[N:5])[CH2:19][CH2:18][NH:17][CH2:16][CH2:15]1. The catalyst class is: 3.